Task: Predict the reaction yield, written as a fraction of the theoretical maximum amount of product (1.0 means a 100% yield; for example, 0.34 means a 34% yield).. Dataset: Reaction yield outcomes from USPTO patents with 853,638 reactions (1) The reactants are FC(F)(F)C(OC(=O)C(F)(F)F)=O.[N+:14]([C:17]1[CH:37]=[CH:36][C:20]([CH2:21][O:22][C:23]([N:25]2[CH2:30][CH2:29][N:28]([N:31]=O)[CH:27]([C:33]([OH:35])=[O:34])[CH2:26]2)=[O:24])=[CH:19][CH:18]=1)([O-:16])=[O:15]. The catalyst is C1COCC1. The product is [N+:14]([C:17]1[CH:37]=[CH:36][C:20]([CH2:21][O:22][C:23]([N:25]2[CH2:30][CH2:29][N+:28]3[C-:27]([C:33](=[O:35])[O:34][N:31]=3)[CH2:26]2)=[O:24])=[CH:19][CH:18]=1)([O-:16])=[O:15]. The yield is 0.910. (2) The reactants are [N:1]1([CH:7]2[CH2:11][CH2:10][NH:9][C:8]2=[O:12])[CH2:6][CH2:5][CH2:4][CH2:3][CH2:2]1.[H-].[Na+].[Br:15][C:16]1[CH:17]=[C:18]([Cl:25])[C:19]([CH2:23]Br)=[C:20]([Cl:22])[CH:21]=1. The catalyst is CN(C=O)C.C(OCC)C. The product is [Br:15][C:16]1[CH:17]=[C:18]([Cl:25])[C:19]([CH2:23][N:9]2[CH2:10][CH2:11][CH:7]([N:1]3[CH2:2][CH2:3][CH2:4][CH2:5][CH2:6]3)[C:8]2=[O:12])=[C:20]([Cl:22])[CH:21]=1. The yield is 0.900. (3) The reactants are [Si:1]([O:8][CH2:9][CH2:10][C@H:11]1[CH2:22][CH2:21][C:20]2[S:19][C:18]3[N:17]=[CH:16][N:15]=[C:14](Cl)[C:13]=3[C:12]1=2)([C:4]([CH3:7])([CH3:6])[CH3:5])([CH3:3])[CH3:2].[CH2:24]([N:26]([CH:34]1[CH2:39][CH2:38][CH:37]([OH:40])[CH2:36][CH2:35]1)[C:27](=[O:33])[O:28][C:29]([CH3:32])([CH3:31])[CH3:30])[CH3:25].[H-].[Na+]. The catalyst is O1CCCC1. The product is [Si:1]([O:8][CH2:9][CH2:10][C@H:11]1[CH2:22][CH2:21][C:20]2[S:19][C:18]3[N:17]=[CH:16][N:15]=[C:14]([O:40][CH:37]4[CH2:38][CH2:39][CH:34]([N:26]([CH2:24][CH3:25])[C:27](=[O:33])[O:28][C:29]([CH3:30])([CH3:31])[CH3:32])[CH2:35][CH2:36]4)[C:13]=3[C:12]1=2)([C:4]([CH3:7])([CH3:6])[CH3:5])([CH3:3])[CH3:2]. The yield is 0.910. (4) The reactants are [C:1]([C:4]1[C:9]([C:10]2[CH:15]=[CH:14][CH:13]=[CH:12][CH:11]=2)=[N:8][N:7]([CH2:16][CH3:17])[C:6](=[O:18])[C:5]=1[N+:19]([O-])=O)(=[O:3])[CH3:2].N[C:23]1[O:27][N:26]=[C:25]([CH3:28])[CH:24]=1. The catalyst is C(O)C. The product is [C:1]([C:4]1[C:9]([C:10]2[CH:11]=[CH:12][CH:13]=[CH:14][CH:15]=2)=[N:8][N:7]([CH2:16][CH3:17])[C:6](=[O:18])[C:5]=1[NH:19][C:23]1[O:27][N:26]=[C:25]([CH3:28])[CH:24]=1)(=[O:3])[CH3:2]. The yield is 0.149. (5) The reactants are C([O:3][C:4]1[CH2:13][C:12]2[C:11]([NH2:14])=[CH:10][CH:9]=[CH:8][C:7]=2[CH2:6][CH:5]=1)C.Cl.[Na]. The catalyst is O1CCCC1. The product is [NH2:14][C:11]1[CH:10]=[CH:9][CH:8]=[C:7]2[C:12]=1[CH2:13][C:4](=[O:3])[CH2:5][CH2:6]2. The yield is 0.780. (6) The reactants are [N:1]1[C:9]2[CH2:8][CH2:7][NH:6][CH2:5][C:4]=2[S:3][C:2]=1[NH:10][C:11]([C:13]1[C:18]2[NH:19][C:20]([NH:22][C:23]([C:25]3[N:26]=[CH:27][C:28]4[C:33]([CH:34]=3)=[CH:32][CH:31]=[CH:30][CH:29]=4)=[O:24])=[N:21][C:17]=2[CH:16]=[CH:15][CH:14]=1)=[O:12].N1C=CC=CC=1.[C:41](Cl)(=[O:48])[C:42]1[CH:47]=[CH:46][CH:45]=[CH:44][CH:43]=1. The catalyst is C(Cl)Cl.C(OCC)(=O)C. The product is [C:41]([N:6]1[CH2:7][CH2:8][C:9]2[N:1]=[C:2]([NH:10][C:11]([C:13]3[C:18]4[N:19]=[C:20]([NH:22][C:23]([C:25]5[N:26]=[CH:27][C:28]6[C:33]([CH:34]=5)=[CH:32][CH:31]=[CH:30][CH:29]=6)=[O:24])[NH:21][C:17]=4[CH:16]=[CH:15][CH:14]=3)=[O:12])[S:3][C:4]=2[CH2:5]1)(=[O:48])[C:42]1[CH:47]=[CH:46][CH:45]=[CH:44][CH:43]=1. The yield is 0.470. (7) The reactants are [CH3:1][C:2]1[O:6][N:5]=[C:4]([C:7]2[CH:12]=[CH:11][CH:10]=[CH:9][CH:8]=2)[C:3]=1[CH2:13][O:14][C:15]1[CH:23]=[CH:22][C:18]([C:19]([OH:21])=O)=[CH:17][N:16]=1.[NH:24]1[CH2:29][CH2:28][S:27][CH2:26][CH2:25]1. No catalyst specified. The product is [CH3:1][C:2]1[O:6][N:5]=[C:4]([C:7]2[CH:8]=[CH:9][CH:10]=[CH:11][CH:12]=2)[C:3]=1[CH2:13][O:14][C:15]1[N:16]=[CH:17][C:18]([C:19]([N:24]2[CH2:29][CH2:28][S:27][CH2:26][CH2:25]2)=[O:21])=[CH:22][CH:23]=1. The yield is 0.970.